Dataset: Human liver microsome stability data. Task: Regression/Classification. Given a drug SMILES string, predict its absorption, distribution, metabolism, or excretion properties. Task type varies by dataset: regression for continuous measurements (e.g., permeability, clearance, half-life) or binary classification for categorical outcomes (e.g., BBB penetration, CYP inhibition). Dataset: hlm. (1) The molecule is CC(C)(C)[C@H]1C(O)=C(C2=NS(=O)(=O)c3cc(NS(C)(=O)=O)ccc32)C(=O)N1Cc1ccc(F)c(Cl)c1. The result is 0 (unstable in human liver microsomes). (2) The molecule is O=C(O)[C@H]1C2CCC(CC2)[C@@H]1Nc1nc(-c2[nH]nc3ncc(F)cc23)nc2ccsc12. The result is 0 (unstable in human liver microsomes). (3) The drug is O=C(NCc1ccc(Cl)cc1Cl)[C@@H]1CCC(=O)N1c1nccs1. The result is 1 (stable in human liver microsomes). (4) The molecule is Cc1c(C(N)=O)sc2ccc(NC(=O)C3(NC(=O)c4ccc5c(C6CCCCC6)c(-c6ccccn6)n(C)c5c4)CCC3)cc12. The result is 0 (unstable in human liver microsomes). (5) The drug is CC[C@H](Nc1nc(N)nc(N)c1C#N)c1nc2cccc(NCc3ccc(C(=O)NO)cc3)c2c(=O)n1-c1ccccc1. The result is 0 (unstable in human liver microsomes). (6) The drug is CC1Sc2nnc(-c3cc(-c4ccccc4)[nH]n3)n2N=C1c1ccccc1. The result is 1 (stable in human liver microsomes). (7) The compound is CC(=O)NC[C@H]1CN(c2ccc(-c3ccc(/C=N/N4CCSCC4)nc3)c(F)c2)C(=O)O1. The result is 1 (stable in human liver microsomes). (8) The compound is Nc1cc(F)ccc1NC(=O)c1ccc(CNC(=O)C=Cc2cccnc2)cc1. The result is 0 (unstable in human liver microsomes). (9) The drug is NCC#Cc1cnccc1-c1ccncc1. The result is 0 (unstable in human liver microsomes). (10) The compound is CC(C)(C)CC[C@]1(C)CN(C2CCCC2)C(=O)C(C2=NS(=O)(=O)c3cc(NS(C)(=O)=O)ccc3N2)=C1O. The result is 0 (unstable in human liver microsomes).